Regression. Given a peptide amino acid sequence and an MHC pseudo amino acid sequence, predict their binding affinity value. This is MHC class I binding data. From a dataset of Peptide-MHC class I binding affinity with 185,985 pairs from IEDB/IMGT. (1) The peptide sequence is YLFFYRKSV. The MHC is HLA-A02:01 with pseudo-sequence HLA-A02:01. The binding affinity (normalized) is 0.772. (2) The peptide sequence is NLEMIDERK. The MHC is HLA-A33:01 with pseudo-sequence HLA-A33:01. The binding affinity (normalized) is 0. (3) The peptide sequence is YVVVHGYFT. The MHC is HLA-A68:02 with pseudo-sequence HLA-A68:02. The binding affinity (normalized) is 0.505. (4) The MHC is HLA-B27:05 with pseudo-sequence HLA-B27:05. The binding affinity (normalized) is 0.213. The peptide sequence is EDFEIFYNL. (5) The peptide sequence is VYCFTPSPVV. The MHC is Patr-A0901 with pseudo-sequence Patr-A0901. The binding affinity (normalized) is 0.459. (6) The peptide sequence is SVIDHIHYM. The MHC is HLA-A26:01 with pseudo-sequence HLA-A26:01. The binding affinity (normalized) is 1.00.